Predict the reactants needed to synthesize the given product. From a dataset of Full USPTO retrosynthesis dataset with 1.9M reactions from patents (1976-2016). (1) Given the product [CH3:14][CH:9]([CH2:8][C:5]1[CH:4]=[CH:3][C:2]([Cl:1])=[CH:7][CH:6]=1)[C:10]([OH:12])=[O:11], predict the reactants needed to synthesize it. The reactants are: [Cl:1][C:2]1[CH:7]=[CH:6][C:5]([CH2:8][CH2:9][C:10]([OH:12])=[O:11])=[CH:4][CH:3]=1.[Li+].[CH3:14]C([N-]C(C)C)C.CI. (2) The reactants are: [CH2:1]([O:3][C:4]1[CH:12]=[CH:11][CH:10]=[C:9]([O:13][CH2:14][CH3:15])[C:5]=1[C:6]([OH:8])=O)[CH3:2].C(Cl)(=O)C(Cl)=O.Cl.[N:23]1[C:32]2[C:27](=[CH:28][CH:29]=[CH:30][CH:31]=2)[CH:26]=[CH:25][C:24]=1[CH2:33][CH:34]1[CH2:38][CH2:37][CH2:36][CH:35]1[NH2:39].C(N(CC)CC)C. Given the product [CH2:14]([O:13][C:9]1[CH:10]=[CH:11][CH:12]=[C:4]([O:3][CH2:1][CH3:2])[C:5]=1[C:6]([NH:39][CH:35]1[CH2:36][CH2:37][CH2:38][CH:34]1[CH2:33][C:24]1[CH:25]=[CH:26][C:27]2[C:32](=[CH:31][CH:30]=[CH:29][CH:28]=2)[N:23]=1)=[O:8])[CH3:15], predict the reactants needed to synthesize it.